Predict the reactants needed to synthesize the given product. From a dataset of Full USPTO retrosynthesis dataset with 1.9M reactions from patents (1976-2016). (1) Given the product [CH2:56]([O:58][C:59](=[O:81])[C@@H:60]([CH3:80])[CH2:61][CH:62]([N:77]=[C:78]=[O:79])[CH2:63][C:64]1[CH:69]=[CH:68][C:67]([C:70]2[CH:75]=[CH:74][CH:73]=[C:72]([Cl:76])[CH:71]=2)=[CH:66][CH:65]=1)[CH3:57].[CH2:56]([O:58][C:59](=[O:81])[C@@H:60]([CH3:80])[CH2:61][CH:62]([NH:77][C:78]([NH:38][CH2:39][C:40]([O:42][C:43]([CH3:46])([CH3:45])[CH3:44])=[O:41])=[O:79])[CH2:63][C:64]1[CH:69]=[CH:68][C:67]([C:70]2[CH:75]=[CH:74][CH:73]=[C:72]([Cl:76])[CH:71]=2)=[CH:66][CH:65]=1)[CH3:57], predict the reactants needed to synthesize it. The reactants are: Cl.C(OC(=O)[C@@H](C)CC(N)CC1C=CC(C2C=CC=C(Cl)C=2)=CC=1)C.ClC(Cl)(OC(=O)OC(Cl)(Cl)Cl)Cl.[NH2:38][CH2:39][C:40]([O:42][C:43]([CH3:46])([CH3:45])[CH3:44])=[O:41].CCN(C(C)C)C(C)C.[CH2:56]([O:58][C:59](=[O:81])[C@@H:60]([CH3:80])[CH2:61][CH:62]([N:77]=[C:78]=[O:79])[CH2:63][C:64]1[CH:69]=[CH:68][C:67]([C:70]2[CH:75]=[CH:74][CH:73]=[C:72]([Cl:76])[CH:71]=2)=[CH:66][CH:65]=1)[CH3:57]. (2) Given the product [C:1]([O:5][C:6]([N:8]1[CH2:12][CH2:11][CH2:10][C@@:9]1([C:13]([N:32]1[CH2:33][CH2:34][CH2:35][N:29]([CH:25]2[CH2:26][CH2:27][CH2:28]2)[CH2:30][CH2:31]1)=[O:15])[CH2:16][C:17]1[CH:22]=[CH:21][CH:20]=[C:19]([F:23])[CH:18]=1)=[O:7])([CH3:3])([CH3:2])[CH3:4], predict the reactants needed to synthesize it. The reactants are: [C:1]([O:5][C:6]([N:8]1[CH2:12][CH2:11][CH2:10][C@:9]1([CH2:16][C:17]1[CH:22]=[CH:21][CH:20]=[C:19]([F:23])[CH:18]=1)[C:13]([OH:15])=O)=[O:7])([CH3:4])([CH3:3])[CH3:2].Cl.[CH:25]1([N:29]2[CH2:35][CH2:34][CH2:33][NH:32][CH2:31][CH2:30]2)[CH2:28][CH2:27][CH2:26]1.C1C=CC2N(O)N=NC=2C=1.C(Cl)CCl.CN1CCOCC1.